The task is: Predict which catalyst facilitates the given reaction.. This data is from Catalyst prediction with 721,799 reactions and 888 catalyst types from USPTO. (1) Reactant: [F:1][C:2]1[CH:25]=[C:24]([F:26])[CH:23]=[CH:22][C:3]=1[CH2:4][N:5]1[C:13]2[CH2:12][CH2:11][NH:10][CH2:9][C:8]=2[C:7]([C:14]2[CH:15]=[C:16]([CH:19]=[CH:20][CH:21]=2)[C:17]#[N:18])=[N:6]1.FC(F)(F)C([O-])=O.C(N(CC)CC)C.ON1C2C=CC=CC=2N=N1.[CH3:51][C:52]1([C:56](O)=[O:57])[CH2:55][O:54][CH2:53]1.Cl.C(N=C=NCCCN(C)C)C. Product: [F:1][C:2]1[CH:25]=[C:24]([F:26])[CH:23]=[CH:22][C:3]=1[CH2:4][N:5]1[C:13]2[CH2:12][CH2:11][N:10]([C:56]([C:52]3([CH3:51])[CH2:55][O:54][CH2:53]3)=[O:57])[CH2:9][C:8]=2[C:7]([C:14]2[CH:15]=[C:16]([CH:19]=[CH:20][CH:21]=2)[C:17]#[N:18])=[N:6]1. The catalyst class is: 9. (2) Reactant: [CH3:1][O:2][C:3]1[CH:8]=[CH:7][C:6]([N:9]2[C:17]3[C:12](=[CH:13][CH:14]=[CH:15][CH:16]=3)[CH:11]=[CH:10]2)=[CH:5][CH:4]=1.[CH3:18][S:19]N1C(=O)C2C(=CC=CC=2)C1=O.[Br-].[Mg+2].[Br-].[OH-].[Na+]. Product: [CH3:1][O:2][C:3]1[CH:4]=[CH:5][C:6]([N:9]2[C:17]3[C:12](=[CH:13][CH:14]=[CH:15][CH:16]=3)[C:11]([S:19][CH3:18])=[CH:10]2)=[CH:7][CH:8]=1. The catalyst class is: 474. (3) Reactant: [CH3:1][N:2]1[CH2:7][CH2:6][N:5]([C:8]2[CH:13]=[CH:12][N:11]=[C:10]([C:14]3[CH:18]=[C:17]([CH:19]=[CH2:20])[S:16][CH:15]=3)[CH:9]=2)[CH2:4][CH2:3]1. Product: [CH2:19]([C:17]1[S:16][CH:15]=[C:14]([C:10]2[CH:9]=[C:8]([N:5]3[CH2:6][CH2:7][N:2]([CH3:1])[CH2:3][CH2:4]3)[CH:13]=[CH:12][N:11]=2)[CH:18]=1)[CH3:20]. The catalyst class is: 29. (4) Reactant: [N:1]1([C:11]2[C:15]3[CH2:16][N:17]([C:20](=[O:22])[CH3:21])[CH2:18][CH2:19][C:14]=3[N:13]([C@H:23]3[CH2:27][CH2:26][O:25][CH2:24]3)[N:12]=2)[C:10]2[C:5](=[CH:6][CH:7]=[CH:8][CH:9]=2)[CH2:4][CH2:3][CH2:2]1.[Br:28]N1C(=O)CCC1=O.O. Product: [Br:28][C:7]1[CH:6]=[C:5]2[C:10](=[CH:9][CH:8]=1)[N:1]([C:11]1[C:15]3[CH2:16][N:17]([C:20](=[O:22])[CH3:21])[CH2:18][CH2:19][C:14]=3[N:13]([C@H:23]3[CH2:27][CH2:26][O:25][CH2:24]3)[N:12]=1)[CH2:2][CH2:3][CH2:4]2. The catalyst class is: 3. (5) Reactant: [CH3:1][O:2][C:3](=[O:18])[CH2:4][CH2:5][C:6]1[CH:11]=[CH:10][CH:9]=[C:8]([S:12]C(=O)N(C)C)[CH:7]=1.C[O-].[Na+].Cl. Product: [CH3:1][O:2][C:3](=[O:18])[CH2:4][CH2:5][C:6]1[CH:11]=[CH:10][CH:9]=[C:8]([SH:12])[CH:7]=1. The catalyst class is: 5. (6) Reactant: [CH:1]1([NH:7][CH2:8][CH2:9][C:10]2[CH:11]=[C:12]([OH:16])[CH:13]=[CH:14][CH:15]=2)[CH2:6][CH2:5][CH2:4][CH2:3][CH2:2]1.[C:17](Cl)(=[O:20])[CH:18]=[CH2:19]. Product: [CH:1]1([N:7]([CH2:8][CH2:9][C:10]2[CH:15]=[CH:14][CH:13]=[C:12]([OH:16])[CH:11]=2)[C:17](=[O:20])[CH:18]=[CH2:19])[CH2:2][CH2:3][CH2:4][CH2:5][CH2:6]1. The catalyst class is: 754. (7) Reactant: [CH3:1][C:2]1([CH3:29])[C:6]([CH3:8])([CH3:7])[O:5][B:4]([C:9]2[CH:10]=[C:11]([CH:15]=[C:16]3[CH2:21][CH2:20][N:19]([C:22]([O:24][C:25]([CH3:28])([CH3:27])[CH3:26])=[O:23])[CH2:18][CH2:17]3)[CH:12]=[CH:13][CH:14]=2)[O:3]1.N#N.B([O-])[O-].B(O)O.B([O-])[O-]. Product: [CH3:7][C:6]1([CH3:8])[C:2]([CH3:1])([CH3:29])[O:3][B:4]([C:9]2[CH:10]=[C:11]([CH2:15][CH:16]3[CH2:17][CH2:18][N:19]([C:22]([O:24][C:25]([CH3:28])([CH3:27])[CH3:26])=[O:23])[CH2:20][CH2:21]3)[CH:12]=[CH:13][CH:14]=2)[O:5]1. The catalyst class is: 29.